This data is from Forward reaction prediction with 1.9M reactions from USPTO patents (1976-2016). The task is: Predict the product of the given reaction. Given the reactants [O:1]=[C:2]1[NH:6][C:5](=[O:7])[C:4](=[CH:8][C:9]2[S:13][C:12]([C:14]3[CH:15]=[C:16]([CH:27]=[CH:28][CH:29]=3)[CH2:17][CH2:18][NH:19][C:20](=[O:26])[O:21][C:22]([CH3:25])([CH3:24])[CH3:23])=[CH:11][CH:10]=2)[S:3]1, predict the reaction product. The product is: [O:1]=[C:2]1[NH:6][C:5](=[O:7])[CH:4]([CH2:8][C:9]2[S:13][C:12]([C:14]3[CH:15]=[C:16]([CH:27]=[CH:28][CH:29]=3)[CH2:17][CH2:18][NH:19][C:20](=[O:26])[O:21][C:22]([CH3:25])([CH3:23])[CH3:24])=[CH:11][CH:10]=2)[S:3]1.